This data is from Reaction yield outcomes from USPTO patents with 853,638 reactions. The task is: Predict the reaction yield, written as a fraction of the theoretical maximum amount of product (1.0 means a 100% yield; for example, 0.34 means a 34% yield). (1) The product is [OH:3][CH2:2][CH:1]([CH2:7][OH:8])[CH2:12][O:23][C:22](=[O:24])[CH2:21][O:20][C:19]1[CH:25]=[CH:26][C:27]([F:45])=[C:28]([NH:29][CH2:30][C:31]2[CH:36]=[C:35]([C:37]3[CH:42]=[CH:41][CH:40]=[C:39]([F:43])[CH:38]=3)[CH:34]=[CH:33][C:32]=2[F:44])[C:18]=1[F:17]. The catalyst is CN(C=O)C.O. The yield is 0.490. The reactants are [CH:1]([C:12](OCC)=O)([C:7](OCC)=[O:8])[C:2](OCC)=[O:3].[F:17][C:18]1[C:28]([NH:29][CH2:30][C:31]2[CH:36]=[C:35]([C:37]3[CH:42]=[CH:41][CH:40]=[C:39]([F:43])[CH:38]=3)[CH:34]=[CH:33][C:32]=2[F:44])=[C:27]([F:45])[CH:26]=[CH:25][C:19]=1[O:20][CH2:21][C:22]([OH:24])=[O:23].CN(C(ON1N=NC2C=CC=NC1=2)=[N+](C)C)C.F[P-](F)(F)(F)(F)F. (2) The reactants are [CH2:1]([SH:9])[CH2:2][CH2:3][CH2:4][CH2:5][CH2:6][CH2:7][CH3:8].[C:10](Cl)(Cl)=O.[NH2:14][C:15]1[CH:23]=[C:22]([CH3:24])[CH:21]=[CH:20][C:16]=1[C:17]([OH:19])=[O:18].ClC1C=CSC=1C(OCCCCCCCC)=O. The catalyst is C1COCC1.N1C=CC=CC=1.C(Cl)Cl.CCOCC. The product is [CH2:1]([S:9][C:10]1[O:18][C:17](=[O:19])[C:16]2[CH:20]=[CH:21][C:22]([CH3:24])=[CH:23][C:15]=2[N:14]=1)[CH2:2][CH2:3][CH2:4][CH2:5][CH2:6][CH2:7][CH3:8]. The yield is 0.140. (3) The reactants are [C:1]([C:5]1[CH:15]=[CH:14][CH:13]=[CH:12][C:6]=1[O:7][CH:8]1[CH2:11][NH:10][CH2:9]1)([CH3:4])([CH3:3])[CH3:2].C(N(CC)CC)C.[C:23](Cl)(=[O:30])[C:24]1[CH:29]=[CH:28][CH:27]=[CH:26][CH:25]=1. The catalyst is C1COCC1.C(OCC)(=O)C. The product is [C:1]([C:5]1[CH:15]=[CH:14][CH:13]=[CH:12][C:6]=1[O:7][CH:8]1[CH2:9][N:10]([C:23]([C:24]2[CH:29]=[CH:28][CH:27]=[CH:26][CH:25]=2)=[O:30])[CH2:11]1)([CH3:4])([CH3:2])[CH3:3]. The yield is 0.460.